This data is from Peptide-MHC class I binding affinity with 185,985 pairs from IEDB/IMGT. The task is: Regression. Given a peptide amino acid sequence and an MHC pseudo amino acid sequence, predict their binding affinity value. This is MHC class I binding data. (1) The peptide sequence is NSDTVDWSW. The MHC is HLA-A26:01 with pseudo-sequence HLA-A26:01. The binding affinity (normalized) is 0.0847. (2) The peptide sequence is EELSLMYEAL. The MHC is HLA-B44:03 with pseudo-sequence HLA-B44:03. The binding affinity (normalized) is 0.297.